Task: Predict the reactants needed to synthesize the given product.. Dataset: Full USPTO retrosynthesis dataset with 1.9M reactions from patents (1976-2016) (1) Given the product [S:1]1[CH:5]=[CH:4][C:3]([CH:6]=[CH:22][CH2:18][CH2:19][C:20]([OH:11])=[O:21])=[CH:2]1, predict the reactants needed to synthesize it. The reactants are: [S:1]1[CH:5]=[CH:4][C:3]([CH:6]=O)=[CH:2]1.CC(C)([O-:11])C.[K+].CS(C)=O.[CH2:18]1[CH2:22][O:21][CH2:20][CH2:19]1. (2) Given the product [NH2:12][C:10]1[N:11]=[C:6]([C:2]2[O:1][CH:5]=[CH:4][CH:3]=2)[C:7]2[N:15]=[N:14][N:13]([CH2:16][C:17]3[CH:22]=[CH:21][C:20]([NH:23][S:41](=[O:42])(=[O:36])[OH:43])=[C:19]([CH3:26])[CH:18]=3)[C:8]=2[N:9]=1, predict the reactants needed to synthesize it. The reactants are: [O:1]1[CH:5]=[CH:4][CH:3]=[C:2]1[C:6]1[C:7]2[N:15]=[N:14][N:13]([CH2:16][C:17]3[CH:22]=[CH:21][C:20]([N+:23]([O-])=O)=[C:19]([CH3:26])[CH:18]=3)[C:8]=2[N:9]=[C:10]([NH2:12])[N:11]=1.C(=O)([O-])[O-].[Li+].[Li+].C1C[O:36]CC1.S([S:41]([O-:43])=[O:42])([O-])=O.[Na+].[Na+]. (3) The reactants are: [CH:1]1[CH2:5][CH:4]=[CH:3][CH:2]=1.C([C:8]([CH3:10])=[O:9])=C.[CH2:11](OCC)[CH3:12]. Given the product [C:8]([CH:2]1[CH2:1][CH:5]2[CH2:4][CH:3]1[CH:11]=[CH:12]2)(=[O:9])[CH3:10], predict the reactants needed to synthesize it. (4) Given the product [Br:27][C:28]1[CH:29]=[C:30]([N:34]2[C:42]3[C:37](=[CH:38][C:39]([O:4][C@H:3]([C:5]4[CH:6]=[N:7][C:8]([O:11][CH3:12])=[CH:9][CH:10]=4)[C@@H:2]([NH2:1])[CH3:13])=[CH:40][CH:41]=3)[CH:36]=[N:35]2)[CH:31]=[CH:32][CH:33]=1, predict the reactants needed to synthesize it. The reactants are: [NH2:1][C@@H:2]([CH3:13])[C@@H:3]([C:5]1[CH:6]=[N:7][C:8]([O:11][CH3:12])=[CH:9][CH:10]=1)[OH:4].CN(C)CC(O)=O.C(=O)([O-])[O-].[Cs+].[Cs+].[Br:27][C:28]1[CH:29]=[C:30]([N:34]2[C:42]3[C:37](=[CH:38][C:39](I)=[CH:40][CH:41]=3)[CH:36]=[N:35]2)[CH:31]=[CH:32][CH:33]=1. (5) Given the product [N:30]([CH2:12][CH:13]1[CH2:17][C:16]2[CH:18]=[CH:19][C:20]([Cl:29])=[C:21]([C:22]3[CH:27]=[CH:26][CH:25]=[CH:24][C:23]=3[CH3:28])[C:15]=2[O:14]1)=[N+:31]=[N-:32], predict the reactants needed to synthesize it. The reactants are: CC1C=CC(S(O[CH2:12][CH:13]2[CH2:17][C:16]3[CH:18]=[CH:19][C:20]([Cl:29])=[C:21]([C:22]4[CH:27]=[CH:26][CH:25]=[CH:24][C:23]=4[CH3:28])[C:15]=3[O:14]2)(=O)=O)=CC=1.[N-:30]=[N+:31]=[N-:32].[Na+].N(CC1CC2C=C(Cl)C=C(C3C=CSC=3)C=2O1)=[N+]=[N-]. (6) Given the product [C:10]1([C:2]2[S:6][CH:5]=[C:4]([C:7]([OH:9])=[O:8])[CH:3]=2)[CH:15]=[CH:14][CH:13]=[CH:12][CH:11]=1, predict the reactants needed to synthesize it. The reactants are: Br[C:2]1[S:6][CH:5]=[C:4]([C:7]([OH:9])=[O:8])[CH:3]=1.[C:10]1(B(O)O)[CH:15]=[CH:14][CH:13]=[CH:12][CH:11]=1.C(=O)([O-])[O-].[Cs+].[Cs+]. (7) Given the product [C:1]1([CH:7]2[N:21]3[C:22]4[C:14]([C:15]5[C:16]([O:23][CH2:31][C:32]#[N:33])=[CH:17][CH:18]=[CH:19][C:20]=53)=[CH:13][CH:12]=[CH:11][C:10]=4[O:9][CH2:8]2)[CH:2]=[CH:3][CH:4]=[CH:5][CH:6]=1, predict the reactants needed to synthesize it. The reactants are: [C:1]1([CH:7]2[N:21]3[C:22]4[C:14]([C:15]5[C:20]3=[CH:19][CH:18]=[CH:17][C:16]=5[OH:23])=[CH:13][CH:12]=[CH:11][C:10]=4[O:9][CH2:8]2)[CH:6]=[CH:5][CH:4]=[CH:3][CH:2]=1.C(=O)([O-])[O-].[K+].[K+].Br[CH2:31][C:32]#[N:33].